This data is from Full USPTO retrosynthesis dataset with 1.9M reactions from patents (1976-2016). The task is: Predict the reactants needed to synthesize the given product. (1) Given the product [F:1][C:2]([F:7])([F:6])[C:3]([OH:5])=[O:4].[Br:33][C:13]1[CH:12]=[C:11]2[C:16]([C:17]3[N:21]4[CH2:22][CH2:23][CH2:24][NH:25][C:20]4=[N:19][C:18]=3[C:9]([NH2:8])=[N:10]2)=[CH:15][CH:14]=1, predict the reactants needed to synthesize it. The reactants are: [F:1][C:2]([F:7])([F:6])[C:3]([OH:5])=[O:4].[NH2:8][C:9]1[C:18]2[N:19]=[C:20]3[N:25](C(OC(C)(C)C)=O)[CH2:24][CH2:23][CH2:22][N:21]3[C:17]=2[C:16]2[C:11](=[CH:12][C:13]([Br:33])=[CH:14][CH:15]=2)[N:10]=1. (2) Given the product [CH3:9][O:8][C:6](=[O:7])[C@@H:2]([NH:1][C:20]([C:21]1[CH:26]=[CH:25][CH:24]=[CH:23][CH:22]=1)([C:33]1[CH:34]=[CH:35][CH:36]=[CH:37][CH:38]=1)[C:27]1[CH:28]=[CH:29][CH:30]=[CH:31][CH:32]=1)[C@@H:3]([OH:4])[CH3:5], predict the reactants needed to synthesize it. The reactants are: [NH2:1][C@H:2]([C:6]([O:8][CH3:9])=[O:7])[C@H:3]([CH3:5])[OH:4].Cl.CCN(C(C)C)C(C)C.[C:20](Br)([C:33]1[CH:38]=[CH:37][CH:36]=[CH:35][CH:34]=1)([C:27]1[CH:32]=[CH:31][CH:30]=[CH:29][CH:28]=1)[C:21]1[CH:26]=[CH:25][CH:24]=[CH:23][CH:22]=1.